Dataset: Full USPTO retrosynthesis dataset with 1.9M reactions from patents (1976-2016). Task: Predict the reactants needed to synthesize the given product. (1) Given the product [Cl:25][C:26]1[CH:27]=[C:28]([CH:31]=[CH:32][C:33]=1[O:5][CH:6]1[CH2:9][N:8]([C:10]([C:12]2[O:13][C:14]([C:17]3[CH:22]=[CH:21][C:20]([O:23][CH3:24])=[CH:19][CH:18]=3)=[N:15][N:16]=2)=[O:11])[CH2:7]1)[CH:29]=[O:30], predict the reactants needed to synthesize it. The reactants are: CS([O:5][CH:6]1[CH2:9][N:8]([C:10]([C:12]2[O:13][C:14]([C:17]3[CH:22]=[CH:21][C:20]([O:23][CH3:24])=[CH:19][CH:18]=3)=[N:15][N:16]=2)=[O:11])[CH2:7]1)(=O)=O.[Cl:25][C:26]1[CH:27]=[C:28]([CH:31]=[CH:32][C:33]=1O)[CH:29]=[O:30]. (2) Given the product [NH2:28][C:26]1[C:25]([F:29])=[CH:24][C:23]([Cl:30])=[C:22]([C:14]2[C:15](=[O:21])[N:16]([CH2:19][CH3:20])[C:17]3[C:12]([CH:13]=2)=[CH:11][N:10]=[C:9]([NH:8][CH3:7])[CH:18]=3)[CH:27]=1, predict the reactants needed to synthesize it. The reactants are: COC1C=CC([CH2:7][N:8](C)[C:9]2[CH:18]=[C:17]3[C:12]([CH:13]=[C:14]([C:22]4[CH:27]=[C:26]([NH2:28])[C:25]([F:29])=[CH:24][C:23]=4[Cl:30])[C:15](=[O:21])[N:16]3[CH2:19][CH3:20])=[CH:11][N:10]=2)=CC=1.C(O)(C(F)(F)F)=O. (3) Given the product [ClH:29].[F:1][C:2]1[CH:7]=[CH:6][C:5]([C@:8]23[CH2:16][N:15]([C:17]4[N:22]=[CH:21][C:20]([F:23])=[CH:19][N:18]=4)[CH2:14][C@H:13]2[CH2:12][S:11][C:10]([NH2:24])=[N:9]3)=[CH:4][CH:3]=1, predict the reactants needed to synthesize it. The reactants are: [F:1][C:2]1[CH:7]=[CH:6][C:5]([C:8]23[CH2:16][N:15]([C:17]4[N:22]=[CH:21][C:20]([F:23])=[CH:19][N:18]=4)[CH2:14][CH:13]2[CH2:12][S:11][C:10]([NH2:24])=[N:9]3)=[CH:4][CH:3]=1.C(O)(C)C.[Cl:29]CCl. (4) Given the product [C:1]([O:5][C:6]([N:8]1[CH2:18][CH2:17][C:11]2[N:12]=[C:13]([NH:16][C:20]3[CH:21]=[C:22]([O:30][CH3:31])[C:23]([O:28][CH3:29])=[C:24]([O:26][CH3:27])[CH:25]=3)[N:14]=[CH:15][C:10]=2[CH2:9]1)=[O:7])([CH3:4])([CH3:2])[CH3:3], predict the reactants needed to synthesize it. The reactants are: [C:1]([O:5][C:6]([N:8]1[CH2:18][CH2:17][C:11]2[N:12]=[C:13]([NH2:16])[N:14]=[CH:15][C:10]=2[CH2:9]1)=[O:7])([CH3:4])([CH3:3])[CH3:2].Br[C:20]1[CH:21]=[C:22]([O:30][CH3:31])[C:23]([O:28][CH3:29])=[C:24]([O:26][CH3:27])[CH:25]=1.CC(C1C=C(C(C)C)C(C2C(P(C3CCCCC3)C3CCCCC3)=C(OC)C=CC=2OC)=C(C(C)C)C=1)C.C(=O)([O-])[O-].[Cs+].[Cs+]. (5) Given the product [CH3:16][O:8][C:6]([C:2]1[S:1][CH:5]=[CH:4][N:3]=1)([O:10][CH3:9])[CH3:7], predict the reactants needed to synthesize it. The reactants are: [S:1]1[CH:5]=[CH:4][N:3]=[C:2]1[C:6](=[O:8])[CH3:7].[CH:9](OC)(OC)[O:10]C.[C:16]1(C)C=CC(S(O)(=O)=O)=CC=1.